From a dataset of Full USPTO retrosynthesis dataset with 1.9M reactions from patents (1976-2016). Predict the reactants needed to synthesize the given product. Given the product [C:1]([O:5][C:6](=[O:11])[CH2:7][CH2:8][CH2:9][NH:10][CH2:16][CH:15]([O:18][CH3:19])[O:14][CH3:13])([CH3:4])([CH3:2])[CH3:3], predict the reactants needed to synthesize it. The reactants are: [C:1]([O:5][C:6](=[O:11])[CH2:7][CH2:8][CH2:9][NH2:10])([CH3:4])([CH3:3])[CH3:2].Cl.[CH3:13][O:14][CH:15]([O:18][CH3:19])[CH:16]=O.C(N(CC)CC)C.S([O-])([O-])(=O)=O.[Mg+2].CC(O)=O.C([BH3-])#N.[Na+].